Task: Predict the reactants needed to synthesize the given product.. Dataset: Full USPTO retrosynthesis dataset with 1.9M reactions from patents (1976-2016) (1) Given the product [Si:1]([O:8][C@H:9]1[CH2:14][CH2:13][C@@:12]([C@H:16]2[CH2:24][CH2:23][C@@:22]3([CH3:25])[C@@H:18]([CH2:19][CH2:20][C:21](=[O:57])[NH:26]3)[C@@H:17]2[CH2:28][NH:29][C:30](=[O:36])[O:31][C:4]([CH3:7])([CH3:6])[CH3:5])([CH3:15])[C@@H:11]([CH2:37][O:38][Si:39]([C:52]([CH3:51])([CH3:53])[CH3:54])([CH3:40])[CH3:41])[CH2:10]1)([C:4]([CH3:5])([CH3:6])[CH3:7])([CH3:2])[CH3:3], predict the reactants needed to synthesize it. The reactants are: [Si:1]([O:8][C@H:9]1[CH2:14][CH2:13][C@@:12]([C@H:16]2[CH2:24][CH2:23][C@@:22]3([CH3:25])[C@@H:18]([CH2:19][CH2:20]/[C:21]/3=[N:26]\O)[C@@H:17]2[CH2:28][NH:29][C:30](=[O:36])[O:31]C(C)(C)C)([CH3:15])[C@@H:11]([CH2:37][O:38][Si:39](C(C)(C)C)([CH3:41])[CH3:40])[CH2:10]1)([C:4]([CH3:7])([CH3:6])[CH3:5])([CH3:3])[CH3:2].S(Cl)(C1C=[CH:54][C:52]([CH3:53])=[CH:51]C=1)(=O)=O.[OH2:57]. (2) Given the product [CH:1]1([CH:7]([NH:17][C:18]2[CH:27]=[CH:26][C:21]([C:22]([O:24][CH3:25])=[O:23])=[CH:20][CH:19]=2)[C:8]2[CH:12]=[C:11]([C:13](=[O:14])[CH:28]([CH3:30])[CH3:29])[S:10][C:9]=2[CH2:15][CH3:16])[CH2:6][CH2:5][CH2:4][CH2:3][CH2:2]1, predict the reactants needed to synthesize it. The reactants are: [CH:1]1([CH:7]([NH:17][C:18]2[CH:27]=[CH:26][C:21]([C:22]([O:24][CH3:25])=[O:23])=[CH:20][CH:19]=2)[C:8]2[CH:12]=[C:11]([CH:13]=[O:14])[S:10][C:9]=2[CH2:15][CH3:16])[CH2:6][CH2:5][CH2:4][CH2:3][CH2:2]1.[CH:28]([Mg]Br)([CH3:30])[CH3:29].O1CCCC1.[Cl-].[NH4+].CC(OI1(OC(C)=O)(OC(C)=O)OC(=O)C2C=CC=CC1=2)=O.S([O-])([O-])=O.[Na+].[Na+]. (3) Given the product [CH:32]1([C:35]([N:1]2[CH2:2][CH2:3][CH:4]([NH:7][C:8]([C:10]3[C:14]4[N:15]=[CH:16][N:17]=[C:18]([C:19]5[CH:24]=[C:23]([O:25][CH3:26])[CH:22]=[CH:21][C:20]=5[O:27][CH2:28][CH:29]5[CH2:30][CH2:31]5)[C:13]=4[NH:12][CH:11]=3)=[O:9])[CH2:5][CH2:6]2)=[O:36])[CH2:34][CH2:33]1, predict the reactants needed to synthesize it. The reactants are: [NH:1]1[CH2:6][CH2:5][CH:4]([NH:7][C:8]([C:10]2[C:14]3[N:15]=[CH:16][N:17]=[C:18]([C:19]4[CH:24]=[C:23]([O:25][CH3:26])[CH:22]=[CH:21][C:20]=4[O:27][CH2:28][CH:29]4[CH2:31][CH2:30]4)[C:13]=3[NH:12][CH:11]=2)=[O:9])[CH2:3][CH2:2]1.[CH:32]1([C:35](Cl)=[O:36])[CH2:34][CH2:33]1. (4) Given the product [N:14]1([C:12]([C:10]2[CH:9]=[CH:8][C:3]([C:4]([O:6][CH3:7])=[O:5])=[C:2]([NH:1][C:34](=[O:35])[C:33]3[CH:37]=[CH:38][CH:39]=[CH:40][C:32]=3[N+:29]([O-:31])=[O:30])[CH:11]=2)=[O:13])[C:23]2[C:18](=[CH:19][CH:20]=[CH:21][CH:22]=2)[CH2:17][CH2:16][CH2:15]1, predict the reactants needed to synthesize it. The reactants are: [NH2:1][C:2]1[CH:11]=[C:10]([C:12]([N:14]2[C:23]3[C:18](=[CH:19][CH:20]=[CH:21][CH:22]=3)[CH2:17][CH2:16][CH2:15]2)=[O:13])[CH:9]=[CH:8][C:3]=1[C:4]([O:6][CH3:7])=[O:5].C(=O)([O-])O.[Na+].[N+:29]([C:32]1[CH:40]=[CH:39][CH:38]=[CH:37][C:33]=1[C:34](Cl)=[O:35])([O-:31])=[O:30].